From a dataset of Reaction yield outcomes from USPTO patents with 853,638 reactions. Predict the reaction yield, written as a fraction of the theoretical maximum amount of product (1.0 means a 100% yield; for example, 0.34 means a 34% yield). (1) The catalyst is CO.O1CCCC1.O. The product is [Br:18][C:9]1[CH:8]=[C:7]([CH2:6][CH2:5][C:4]([OH:19])=[O:3])[C:15]2[O:14][CH2:13][C:12]([CH3:17])([CH3:16])[C:11]=2[CH:10]=1. The reactants are C([O:3][C:4](=[O:19])[CH2:5][CH2:6][C:7]1[C:15]2[O:14][CH2:13][C:12]([CH3:17])([CH3:16])[C:11]=2[CH:10]=[C:9]([Br:18])[CH:8]=1)C.O.[OH-].[Li+]. The yield is 0.870. (2) The reactants are [NH2:1][C:2]1[N:3]=[CH:4][C:5]([C:9]2[CH:14]=[CH:13][C:12]([S:15]([NH:18][CH:19]3[CH2:21][CH2:20]3)(=[O:17])=[O:16])=[CH:11][CH:10]=2)=[N:6][C:7]=1Br.C[Sn](C)(C)[C:24]1[CH:25]=[C:26]2[C:31](=[CH:32][N:33]=1)[C:30](=[O:34])[NH:29][CH2:28][CH2:27]2. The catalyst is O1CCOCC1.C1C=CC([P]([Pd]([P](C2C=CC=CC=2)(C2C=CC=CC=2)C2C=CC=CC=2)([P](C2C=CC=CC=2)(C2C=CC=CC=2)C2C=CC=CC=2)[P](C2C=CC=CC=2)(C2C=CC=CC=2)C2C=CC=CC=2)(C2C=CC=CC=2)C2C=CC=CC=2)=CC=1. The product is [NH2:1][C:2]1[N:3]=[CH:4][C:5]([C:9]2[CH:14]=[CH:13][C:12]([S:15]([NH:18][CH:19]3[CH2:21][CH2:20]3)(=[O:17])=[O:16])=[CH:11][CH:10]=2)=[N:6][C:7]=1[C:24]1[N:33]=[CH:32][C:31]2[C:30](=[O:34])[NH:29][CH2:28][CH2:27][C:26]=2[CH:25]=1. The yield is 0.0500. (3) The reactants are C([O:3][C:4](=O)[C@@H:5]([N:7]([CH2:21][CH3:22])[C:8]1[C:17]([N+:18]([O-])=O)=[CH:16][C:11]([C:12]([O:14][CH3:15])=[O:13])=[CH:10][N:9]=1)[CH3:6])C.P(OC1C=CC=CC=1)(OC1C=CC=CC=1)OC1C=CC=CC=1. The catalyst is ClCCl.[NH4+].[O-][V](=O)=O.[Pt]. The product is [CH2:21]([N:7]1[C@@H:5]([CH3:6])[C:4](=[O:3])[NH:18][C:17]2[CH:16]=[C:11]([C:12]([O:14][CH3:15])=[O:13])[CH:10]=[N:9][C:8]1=2)[CH3:22]. The yield is 0.570. (4) The yield is 0.770. The product is [F:1][C:2]1[CH:7]=[CH:6][CH:5]=[C:4]([CH:8]([O:10][C:17]2[CH:18]=[CH:19][C:14]([N+:11]([O-:13])=[O:12])=[CH:15][CH:16]=2)[CH3:9])[CH:3]=1. No catalyst specified. The reactants are [F:1][C:2]1[CH:3]=[C:4]([CH:8]([OH:10])[CH3:9])[CH:5]=[CH:6][CH:7]=1.[N+:11]([C:14]1[CH:19]=[CH:18][C:17](O)=[CH:16][CH:15]=1)([O-:13])=[O:12]. (5) The reactants are [Br:1][C:2]1[CH:7]=[CH:6][C:5]([NH:8][C:9]2[C:10]([C:18](O)=O)=[CH:11][N:12]([CH3:17])[C:13](=[O:16])[C:14]=2[F:15])=[C:4]([F:21])[CH:3]=1.CCN=C=NCCCN(C)C.C1C=CC2N(O)N=NC=2C=1.[NH2:43][NH:44][C:45]([NH2:47])=[S:46].CCN(CC)CC.C1C=CC(P(C2C=CC=CC=2)C2C=CC=CC=2)=CC=1.C(Cl)(Cl)(Cl)Cl. The catalyst is CN(C=O)C.[NH4+].[Cl-].C(OCC)(=O)C.CC#N.C(Cl)Cl. The product is [NH2:47][C:45]1[S:46][C:18]([C:10]2[C:9]([NH:8][C:5]3[CH:6]=[CH:7][C:2]([Br:1])=[CH:3][C:4]=3[F:21])=[C:14]([F:15])[C:13](=[O:16])[N:12]([CH3:17])[CH:11]=2)=[N:43][N:44]=1. The yield is 0.330. (6) The catalyst is C(O)C.[Pd]. The product is [CH3:26][N:2]([CH3:1])[C:3]([C:5]1[CH:17]=[C:16]([OH:18])[C:8]2[N:9]=[C:10]([CH3:15])[N:11]([CH2:12][O:13][CH3:14])[C:7]=2[CH:6]=1)=[O:4]. The reactants are [CH3:1][N:2]([CH3:26])[C:3]([C:5]1[CH:17]=[C:16]([O:18]CC2C=CC=CC=2)[C:8]2[N:9]=[C:10]([CH3:15])[N:11]([CH2:12][O:13][CH3:14])[C:7]=2[CH:6]=1)=[O:4].C(O)(=O)C. The yield is 0.620. (7) The reactants are [Cl:1][C:2]1[C:3]([O:12][C:13]2[CH:18]=[C:17]([O:19][CH2:20][CH2:21][O:22][CH3:23])[CH:16]=[CH:15][C:14]=2/[CH:24]=[CH:25]/[C:26]([OH:28])=O)=[N:4][CH:5]=[C:6]([C:8]([F:11])([F:10])[F:9])[CH:7]=1.Cl.C(N=C=NCCCN(C)C)C.[Cl:41][C:42]1[CH:47]=[CH:46][C:45]([S:48]([NH2:51])(=[O:50])=[O:49])=[CH:44][CH:43]=1.Cl. The catalyst is C(#N)C.CN(C)C1C=CN=CC=1.C(OCC)(=O)C. The product is [Cl:41][C:42]1[CH:43]=[CH:44][C:45]([S:48]([NH:51][C:26](=[O:28])/[CH:25]=[CH:24]/[C:14]2[CH:15]=[CH:16][C:17]([O:19][CH2:20][CH2:21][O:22][CH3:23])=[CH:18][C:13]=2[O:12][C:3]2[C:2]([Cl:1])=[CH:7][C:6]([C:8]([F:11])([F:10])[F:9])=[CH:5][N:4]=2)(=[O:49])=[O:50])=[CH:46][CH:47]=1. The yield is 0.720. (8) The reactants are [Na:1].[CH3:2][C:3]1[C:4]([CH2:20][S:21]([C:23]2[NH:27][C:26]3[CH:28]=[CH:29][CH:30]=[CH:31][C:25]=3[N:24]=2)=[O:22])=[N:5][CH:6]=[CH:7][C:8]=1[O:9][CH2:10][C:11]12[CH2:18][O:17][C:14]([CH3:19])([O:15][CH2:16]1)[O:13][CH2:12]2.[CH:32]1(C23OCC(CO)(CO2)CO3)C[CH2:33]1. No catalyst specified. The product is [Na:1].[CH:19]1([C:14]23[O:15][CH2:16][C:11]([CH2:10][O:9][C:8]4[CH:7]=[CH:6][N:5]=[C:4]([CH2:20][S:21]([C:23]5[NH:24][C:25]6[CH:31]=[CH:30][CH:29]=[CH:28][C:26]=6[N:27]=5)=[O:22])[C:3]=4[CH3:2])([CH2:12][O:13]2)[CH2:18][O:17]3)[CH2:33][CH2:32]1. The yield is 0.0320.